Dataset: Forward reaction prediction with 1.9M reactions from USPTO patents (1976-2016). Task: Predict the product of the given reaction. The product is: [ClH:34].[NH:8]1[CH2:12][CH2:11][CH2:10][C@@H:9]1[CH2:13][O:14][C:15]1[CH:16]=[CH:17][C:18]([CH2:21][C:22]2[CH:27]=[CH:26][C:25]([C:28]3[CH:33]=[CH:32][N:31]=[CH:30][CH:29]=3)=[CH:24][CH:23]=2)=[CH:19][CH:20]=1. Given the reactants C(OC([N:8]1[CH2:12][CH2:11][CH2:10][C@@H:9]1[CH2:13][O:14][C:15]1[CH:20]=[CH:19][C:18]([CH2:21][C:22]2[CH:27]=[CH:26][C:25]([C:28]3[CH:33]=[CH:32][N:31]=[CH:30][CH:29]=3)=[CH:24][CH:23]=2)=[CH:17][CH:16]=1)=O)(C)(C)C.[ClH:34].CCOCC, predict the reaction product.